From a dataset of Catalyst prediction with 721,799 reactions and 888 catalyst types from USPTO. Predict which catalyst facilitates the given reaction. (1) Reactant: O[CH2:2][C:3]1[CH:4]=[C:5]([C:9]2[C:14]([CH3:15])=[CH:13][C:12]([O:16][CH2:17][C:18]3([OH:24])[CH2:23][CH2:22][S:21][CH2:20][CH2:19]3)=[CH:11][C:10]=2[CH3:25])[CH:6]=[CH:7][CH:8]=1.[F:26][C:27]1[CH:32]=[C:31]([NH:33][S:34]([C:37]2[CH:42]=[CH:41][CH:40]=[CH:39][C:38]=2[N+:43]([O-:45])=[O:44])(=[O:36])=[O:35])[CH:30]=[CH:29][C:28]=1[CH2:46][CH2:47][C:48]([O:50][CH2:51][CH3:52])=[O:49].C(P(CCCC)CCCC)CCC.N(C(N1CCCCC1)=O)=NC(N1CCCCC1)=O. Product: [F:26][C:27]1[CH:32]=[C:31]([N:33]([CH2:2][C:3]2[CH:4]=[C:5]([C:9]3[C:14]([CH3:15])=[CH:13][C:12]([O:16][CH2:17][C:18]4([OH:24])[CH2:19][CH2:20][S:21][CH2:22][CH2:23]4)=[CH:11][C:10]=3[CH3:25])[CH:6]=[CH:7][CH:8]=2)[S:34]([C:37]2[CH:42]=[CH:41][CH:40]=[CH:39][C:38]=2[N+:43]([O-:45])=[O:44])(=[O:35])=[O:36])[CH:30]=[CH:29][C:28]=1[CH2:46][CH2:47][C:48]([O:50][CH2:51][CH3:52])=[O:49]. The catalyst class is: 7. (2) Reactant: [Br:1][C:2]1[CH:3]=[C:4]([C:8]2([C:18]3[CH:22]=[CH:21][O:20][CH:19]=3)[C:12]3=[N:13][CH2:14][CH2:15][CH2:16][N:11]3[C:10](=S)[NH:9]2)[CH:5]=[CH:6][CH:7]=1.[NH3:23].C(OO)(C)(C)C. Product: [Br:1][C:2]1[CH:3]=[C:4]([C:8]2([C:18]3[CH:22]=[CH:21][O:20][CH:19]=3)[C:12]3=[N:13][CH2:14][CH2:15][CH2:16][N:11]3[C:10]([NH2:23])=[N:9]2)[CH:5]=[CH:6][CH:7]=1. The catalyst class is: 5.